This data is from Forward reaction prediction with 1.9M reactions from USPTO patents (1976-2016). The task is: Predict the product of the given reaction. (1) Given the reactants CO[C:3]([C:5]1[CH:6]=[C:7]([CH:15]2[CH2:19][CH2:18][O:17][CH2:16]2)[N:8]2[C:13]=1[C:12]([Cl:14])=[CH:11][CH:10]=[CH:9]2)=[O:4].[NH2:20][CH2:21][C@@:22]1([OH:29])[CH2:27][CH2:26][CH2:25][C@@H:24]([CH3:28])[CH2:23]1.N12CCN(CC1)CC2.C[Al](C)C, predict the reaction product. The product is: [Cl:14][C:12]1[C:13]2[N:8]([C:7]([CH:15]3[CH2:19][CH2:18][O:17][CH2:16]3)=[CH:6][C:5]=2[C:3]([NH:20][CH2:21][C@@:22]2([OH:29])[CH2:27][CH2:26][CH2:25][C@@H:24]([CH3:28])[CH2:23]2)=[O:4])[CH:9]=[CH:10][CH:11]=1. (2) Given the reactants C[O:2][C:3](=[O:31])[CH2:4][N:5]1[C:13]2[C:8](=[CH:9][C:10]([F:14])=[CH:11][CH:12]=2)[C:7]([CH2:15][C:16]2[S:17][CH:18]=[CH:19][C:20]=2[S:21]([C:24]2[CH:25]=[N:26][CH:27]=[CH:28][CH:29]=2)(=[O:23])=[O:22])=[C:6]1[CH3:30].[OH-].[Na+].Cl, predict the reaction product. The product is: [F:14][C:10]1[CH:9]=[C:8]2[C:13](=[CH:12][CH:11]=1)[N:5]([CH2:4][C:3]([OH:31])=[O:2])[C:6]([CH3:30])=[C:7]2[CH2:15][C:16]1[S:17][CH:18]=[CH:19][C:20]=1[S:21]([C:24]1[CH:25]=[N:26][CH:27]=[CH:28][CH:29]=1)(=[O:22])=[O:23]. (3) Given the reactants C([O:8][CH2:9][CH2:10][N:11]1[CH2:17][CH2:16][CH2:15][C@H:14]([N:18]([CH2:37][C:38]2[CH:43]=[C:42]([C:44]([F:47])([F:46])[F:45])[CH:41]=[C:40]([C:48]([F:51])([F:50])[F:49])[CH:39]=2)[C:19]2[N:20]=[N:21][N:22]([CH2:24][CH2:25][N:26]3[C:34](=[O:35])[C:33]4[C:28](=[CH:29][CH:30]=[CH:31][CH:32]=4)[C:27]3=[O:36])[N:23]=2)[C:13]2[CH:52]=[C:53]([CH3:60])[C:54]([C:56]([F:59])([F:58])[F:57])=[CH:55][C:12]1=2)C1C=CC=CC=1.[H][H], predict the reaction product. The product is: [F:51][C:48]([F:49])([F:50])[C:40]1[CH:39]=[C:38]([CH:43]=[C:42]([C:44]([F:45])([F:46])[F:47])[CH:41]=1)[CH2:37][N:18]([C@H:14]1[CH2:15][CH2:16][CH2:17][N:11]([CH2:10][CH2:9][OH:8])[C:12]2[CH:55]=[C:54]([C:56]([F:57])([F:58])[F:59])[C:53]([CH3:60])=[CH:52][C:13]1=2)[C:19]1[N:20]=[N:21][N:22]([CH2:24][CH2:25][N:26]2[C:27](=[O:36])[C:28]3[C:33](=[CH:32][CH:31]=[CH:30][CH:29]=3)[C:34]2=[O:35])[N:23]=1. (4) The product is: [CH2:1]([O:8][C:9]([N:11]1[CH2:16][CH2:15][CH:14]([N:17]2[CH2:22][CH2:21][CH2:20][CH2:19][C:18]2=[S:33])[CH2:13][CH2:12]1)=[O:10])[C:2]1[CH:7]=[CH:6][CH:5]=[CH:4][CH:3]=1. Given the reactants [CH2:1]([O:8][C:9]([N:11]1[CH2:16][CH2:15][CH:14]([N:17]2[CH2:22][CH2:21][CH2:20][CH2:19][C:18]2=O)[CH2:13][CH2:12]1)=[O:10])[C:2]1[CH:7]=[CH:6][CH:5]=[CH:4][CH:3]=1.COC1C=CC(P2(SP(C3C=CC(OC)=CC=3)(=S)S2)=[S:33])=CC=1, predict the reaction product. (5) Given the reactants [O:1]=[C:2]([N:21]1[CH2:26][CH2:25][N:24]([C:27](=[O:38])[C:28]2[CH:33]=[CH:32][CH:31]=[CH:30][C:29]=2[C:34]([F:37])([F:36])[F:35])[CH2:23][CH2:22]1)[CH2:3][NH:4][C:5]([C:7]1[CH:11]=[C:10](C2C=CC=CC=2[N+]([O-])=O)[O:9][N:8]=1)=[O:6], predict the reaction product. The product is: [O:1]=[C:2]([N:21]1[CH2:26][CH2:25][N:24]([C:27](=[O:38])[C:28]2[CH:33]=[CH:32][CH:31]=[CH:30][C:29]=2[C:34]([F:35])([F:37])[F:36])[CH2:23][CH2:22]1)[CH2:3][NH:4][C:5]([C:7]1[CH:11]=[CH:10][O:9][N:8]=1)=[O:6]. (6) Given the reactants [C:1]([N:8]1[CH2:13][CH2:12][CH:11]([O:14][C:15]2[CH:20]=[C:19]([C:21]([F:24])([F:23])[F:22])[CH:18]=[C:17]([N+:25]([O-])=O)[CH:16]=2)[CH2:10][CH2:9]1)([O:3][C:4]([CH3:7])([CH3:6])[CH3:5])=[O:2], predict the reaction product. The product is: [C:1]([N:8]1[CH2:13][CH2:12][CH:11]([O:14][C:15]2[CH:20]=[C:19]([C:21]([F:24])([F:23])[F:22])[CH:18]=[C:17]([NH2:25])[CH:16]=2)[CH2:10][CH2:9]1)([O:3][C:4]([CH3:7])([CH3:6])[CH3:5])=[O:2]. (7) Given the reactants [O:1]=[C:2]([CH2:6][CH3:7])[C:3]([OH:5])=[O:4].O.[C:9]1(C)C=CC(S(O)(=O)=O)=C[CH:10]=1, predict the reaction product. The product is: [CH2:9]([O:4][C:3](=[O:5])[C:2](=[O:1])[CH2:6][CH3:7])[CH3:10]. (8) Given the reactants [CH3:1][N:2]([CH3:45])[C@H:3]1[CH2:8][C@@H:7]([NH:9][C:10]2[C:11]3[CH:18]=[CH:17][N:16]([C:19]([C:32]4[CH:37]=[CH:36][CH:35]=[CH:34][CH:33]=4)([C:26]4[CH:31]=[CH:30][CH:29]=[CH:28][CH:27]=4)[C:20]4[CH:25]=[CH:24][CH:23]=[CH:22][CH:21]=4)[C:12]=3[N:13]=[CH:14][N:15]=2)[CH2:6][N:5]([C:38]([O:40][C:41]([CH3:44])([CH3:43])[CH3:42])=[O:39])[CH2:4]1.O=C1C[C@@H](NC2C3C=CN(C(C4C=CC=CC=4)(C4C=CC=CC=4)C4C=CC=CC=4)C=3N=CN=2)CN(C(OC(C)(C)C)=O)C1.C(Cl)Cl.CO, predict the reaction product. The product is: [CH3:1][N:2]([CH3:45])[C@H:3]1[CH2:8][C@@H:7]([NH:9][C:10]2[C:11]3[CH:18]=[CH:17][N:16]([C:19]([C:20]4[CH:25]=[CH:24][CH:23]=[CH:22][CH:21]=4)([C:26]4[CH:27]=[CH:28][CH:29]=[CH:30][CH:31]=4)[C:32]4[CH:37]=[CH:36][CH:35]=[CH:34][CH:33]=4)[C:12]=3[N:13]=[CH:14][N:15]=2)[CH2:6][N:5]([C:38]([O:40][C:41]([CH3:43])([CH3:42])[CH3:44])=[O:39])[CH2:4]1.[CH3:1][N:2]([CH3:45])[C@H:3]1[CH2:8][C@H:7]([NH:9][C:10]2[C:11]3[CH:18]=[CH:17][N:16]([C:19]([C:20]4[CH:25]=[CH:24][CH:23]=[CH:22][CH:21]=4)([C:26]4[CH:27]=[CH:28][CH:29]=[CH:30][CH:31]=4)[C:32]4[CH:37]=[CH:36][CH:35]=[CH:34][CH:33]=4)[C:12]=3[N:13]=[CH:14][N:15]=2)[CH2:6][N:5]([C:38]([O:40][C:41]([CH3:43])([CH3:42])[CH3:44])=[O:39])[CH2:4]1. (9) Given the reactants Cl.[NH:2]1[CH2:6][CH2:5][CH:4]([C:7]2[CH:16]=[CH:15][CH:14]=[CH:13][C:8]=2[C:9]([O:11][CH3:12])=[O:10])[CH2:3]1.C(N(CC)CC)C.[CH3:24][C:25]([O:28][C:29](O[C:29]([O:28][C:25]([CH3:27])([CH3:26])[CH3:24])=[O:30])=[O:30])([CH3:27])[CH3:26], predict the reaction product. The product is: [CH3:12][O:11][C:9]([C:8]1[CH:13]=[CH:14][CH:15]=[CH:16][C:7]=1[CH:4]1[CH2:5][CH2:6][N:2]([C:29]([O:28][C:25]([CH3:27])([CH3:26])[CH3:24])=[O:30])[CH2:3]1)=[O:10].